This data is from Full USPTO retrosynthesis dataset with 1.9M reactions from patents (1976-2016). The task is: Predict the reactants needed to synthesize the given product. Given the product [Br:29][C:30]1[CH:37]=[CH:36][CH:35]=[C:32](/[CH:33]=[CH:2]/[O:3][CH3:4])[C:31]=1[O:38][CH3:39], predict the reactants needed to synthesize it. The reactants are: [Cl-].[CH3:2][O:3][CH2:4][P+](C1C=CC=CC=1)(C1C=CC=CC=1)C1C=CC=CC=1.[Li]CCCC.[Br:29][C:30]1[C:31]([O:38][CH3:39])=[C:32]([CH:35]=[CH:36][CH:37]=1)[CH:33]=O.